This data is from Reaction yield outcomes from USPTO patents with 853,638 reactions. The task is: Predict the reaction yield, written as a fraction of the theoretical maximum amount of product (1.0 means a 100% yield; for example, 0.34 means a 34% yield). (1) The reactants are C[O:2][C:3]([C:5]1[CH:10]=[CH:9][C:8]([C:11]2[CH:16]=[CH:15][C:14]([Cl:17])=[CH:13][CH:12]=2)=[CH:7][C:6]=1[O:18][CH3:19])=[O:4].O.[Li+].[OH-]. The catalyst is C1COCC1. The product is [Cl:17][C:14]1[CH:13]=[CH:12][C:11]([C:8]2[CH:9]=[CH:10][C:5]([C:3]([OH:4])=[O:2])=[C:6]([O:18][CH3:19])[CH:7]=2)=[CH:16][CH:15]=1. The yield is 0.910. (2) The reactants are C([O:8][C:9]1[CH:14]=[C:13]([O:15]CC2C=CC=CC=2)[C:12]([C:23]([CH3:25])=[CH2:24])=[CH:11][C:10]=1[C:26]([N:28]1[CH2:36][C:35]2[C:30](=[CH:31][CH:32]=[C:33]([C:37]3([OH:44])[CH2:42][CH2:41][N:40]([CH3:43])[CH2:39][CH2:38]3)[CH:34]=2)[CH2:29]1)=[O:27])C1C=CC=CC=1. The catalyst is CO.[Pd]. The product is [OH:8][C:9]1[CH:14]=[C:13]([OH:15])[C:12]([CH:23]([CH3:25])[CH3:24])=[CH:11][C:10]=1[C:26]([N:28]1[CH2:36][C:35]2[C:30](=[CH:31][CH:32]=[C:33]([C:37]3([OH:44])[CH2:42][CH2:41][N:40]([CH3:43])[CH2:39][CH2:38]3)[CH:34]=2)[CH2:29]1)=[O:27]. The yield is 1.00. (3) The reactants are [NH:1]1[CH2:6][CH2:5][O:4][CH2:3][CH2:2]1.[C:7](=[S:9])=[S:8].[OH-].[Na+].S(OC)(O[CH3:16])(=O)=O. The catalyst is O. The product is [N:1]1([C:7]([S:9][CH3:16])=[S:8])[CH2:6][CH2:5][O:4][CH2:3][CH2:2]1. The yield is 0.880. (4) The reactants are [Br:1][C:2]1[N:7]=[C:6]([CH:8]=[O:9])[C:5]([Cl:10])=[CH:4][CH:3]=1.[CH3:11][Mg]Br.[Cl-].[NH4+]. The catalyst is C1COCC1. The product is [Br:1][C:2]1[N:7]=[C:6]([CH:8]([OH:9])[CH3:11])[C:5]([Cl:10])=[CH:4][CH:3]=1. The yield is 0.780.